From a dataset of Reaction yield outcomes from USPTO patents with 853,638 reactions. Predict the reaction yield, written as a fraction of the theoretical maximum amount of product (1.0 means a 100% yield; for example, 0.34 means a 34% yield). The reactants are [CH2:1]([N:3]([CH2:13][CH3:14])[C:4](=[O:12])[C:5]1[CH:10]=[CH:9][CH:8]=[C:7]([Cl:11])[CH:6]=1)[CH3:2].ClC1C=C(C=CC=1)C(O)=O.C(NCC)C.[CH3:30][Si:31](Cl)([CH3:33])[CH3:32]. No catalyst specified. The product is [Cl:11][C:7]1[C:6]([Si:31]([CH3:33])([CH3:32])[CH3:30])=[C:5]([CH:10]=[CH:9][CH:8]=1)[C:4]([N:3]([CH2:1][CH3:2])[CH2:13][CH3:14])=[O:12]. The yield is 0.950.